Dataset: Catalyst prediction with 721,799 reactions and 888 catalyst types from USPTO. Task: Predict which catalyst facilitates the given reaction. Reactant: [CH2:1]([O:5][CH2:6][CH2:7][O:8][C:9]1[CH:14]=[CH:13][C:12]([C:15]2[CH:16]=[CH:17][C:18]3[N:24]([CH2:25][CH:26]([CH3:28])[CH3:27])[CH2:23][CH2:22][C:21]([C:29]([NH:31][C:32]4[CH:37]=[CH:36][C:35]([S:38][CH2:39][C:40]5[CH:41]=[N:42][C:43]([CH3:46])=[CH:44][CH:45]=5)=[CH:34][CH:33]=4)=[O:30])=[CH:20][C:19]=3[CH:47]=2)=[CH:11][CH:10]=1)[CH2:2][CH2:3][CH3:4].ClC1C=CC=C(C(OO)=[O:56])C=1.S([O-])([O-])(=O)=S.[Na+].[Na+]. Product: [CH2:1]([O:5][CH2:6][CH2:7][O:8][C:9]1[CH:10]=[CH:11][C:12]([C:15]2[CH:16]=[CH:17][C:18]3[N:24]([CH2:25][CH:26]([CH3:27])[CH3:28])[CH2:23][CH2:22][C:21]([C:29]([NH:31][C:32]4[CH:33]=[CH:34][C:35]([S:38]([CH2:39][C:40]5[CH:41]=[N:42][C:43]([CH3:46])=[CH:44][CH:45]=5)=[O:56])=[CH:36][CH:37]=4)=[O:30])=[CH:20][C:19]=3[CH:47]=2)=[CH:13][CH:14]=1)[CH2:2][CH2:3][CH3:4]. The catalyst class is: 2.